From a dataset of Forward reaction prediction with 1.9M reactions from USPTO patents (1976-2016). Predict the product of the given reaction. (1) Given the reactants CC1C=CC(C(C2C=CC(C)=CC=2)C(=O)C(C)C)=CC=1.C([O-])([O-])=O.[K+].[K+].Cl[C:28]1[CH:29]=[C:30]([CH:34]=[CH:35][CH:36]=1)[C:31]([NH2:33])=[O:32].[CH3:37][O:38][C:39]1[CH:45]=[CH:44][C:42]([NH2:43])=[CH:41][CH:40]=1, predict the reaction product. The product is: [CH3:37][O:38][C:39]1[CH:45]=[CH:44][C:42]([NH:43][C:28]2[CH:29]=[C:30]([CH:34]=[CH:35][CH:36]=2)[C:31]([NH2:33])=[O:32])=[CH:41][CH:40]=1. (2) Given the reactants [F:1][C:2]([F:12])([F:11])[S:3][C:4]1[CH:9]=[CH:8][CH:7]=[CH:6][C:5]=1N.S(=O)(=O)(O)O.N([O-])=O.[Na+].[I-:22].[Na+], predict the reaction product. The product is: [F:1][C:2]([S:3][C:4]1[CH:9]=[CH:8][CH:7]=[CH:6][C:5]=1[I:22])([F:12])[F:11]. (3) Given the reactants [CH3:1][O:2][C:3]1[C:4](=[O:25])[C:5]([CH3:24])=[C:6]([CH2:12][C:13]2[CH:18]=[CH:17][C:16]([CH2:19][CH2:20][C:21](O)=[O:22])=[CH:15][CH:14]=2)[C:7](=[O:11])[C:8]=1[O:9][CH3:10].C(Cl)(=O)OCC.C(N(CC)CC)C.[NH:39]1[CH2:44][CH2:43][S:42][CH2:41][CH2:40]1, predict the reaction product. The product is: [CH3:1][O:2][C:3]1[C:4](=[O:25])[C:5]([CH3:24])=[C:6]([CH2:12][C:13]2[CH:18]=[CH:17][C:16]([CH2:19][CH2:20][C:21]([N:39]3[CH2:44][CH2:43][S:42][CH2:41][CH2:40]3)=[O:22])=[CH:15][CH:14]=2)[C:7](=[O:11])[C:8]=1[O:9][CH3:10]. (4) Given the reactants FC(F)(F)C(O)=O.[O:8]1[C:12]2[CH:13]=[CH:14][C:15]([NH:17][C:18]3[CH:30]=[C:29]([C:31]4[CH:36]=[CH:35][CH:34]=[CH:33][CH:32]=4)[CH:28]=[CH:27][C:19]=3[C:20]([O:22]C(C)(C)C)=[O:21])=[CH:16][C:11]=2[CH:10]=[CH:9]1, predict the reaction product. The product is: [O:8]1[C:12]2[CH:13]=[CH:14][C:15]([NH:17][C:18]3[CH:30]=[C:29]([C:31]4[CH:32]=[CH:33][CH:34]=[CH:35][CH:36]=4)[CH:28]=[CH:27][C:19]=3[C:20]([OH:22])=[O:21])=[CH:16][C:11]=2[CH:10]=[CH:9]1. (5) Given the reactants Br[C:2]1[CH:3]=[C:4]([O:8][CH2:9][CH2:10][O:11][CH3:12])[CH:5]=[N:6][CH:7]=1.[B:13]1([B:13]2[O:17][C:16]([CH3:19])([CH3:18])[C:15]([CH3:21])([CH3:20])[O:14]2)[O:17][C:16]([CH3:19])([CH3:18])[C:15]([CH3:21])([CH3:20])[O:14]1.C(Cl)Cl.CC([O-])=O.[K+], predict the reaction product. The product is: [CH3:12][O:11][CH2:10][CH2:9][O:8][C:4]1[CH:5]=[N:6][CH:7]=[C:2]([B:13]2[O:17][C:16]([CH3:19])([CH3:18])[C:15]([CH3:21])([CH3:20])[O:14]2)[CH:3]=1.